This data is from Forward reaction prediction with 1.9M reactions from USPTO patents (1976-2016). The task is: Predict the product of the given reaction. (1) Given the reactants O1CCOCC1.Cl[C:8]1[C:9](=[O:17])[N:10]([CH3:16])[N:11]=[CH:12][C:13]=1[O:14][CH3:15].[CH3:18][C:19]1[CH:24]=[C:23]([CH3:25])[CH:22]=[C:21]([CH3:26])[C:20]=1B(O)O.C(=O)([O-])[O-].[Na+].[Na+], predict the reaction product. The product is: [CH3:15][O:14][C:13]1[CH:12]=[N:11][N:10]([CH3:16])[C:9](=[O:17])[C:8]=1[C:20]1[C:21]([CH3:26])=[CH:22][C:23]([CH3:25])=[CH:24][C:19]=1[CH3:18]. (2) Given the reactants [CH3:1][O:2][CH2:3][CH2:4][NH:5][C:6]1[C:11]([N+:12]([O-:14])=[O:13])=[CH:10][CH:9]=[CH:8][C:7]=1[O:15][CH3:16].[Br:17]Br.CCOC(C)=O, predict the reaction product. The product is: [Br:17][C:9]1[CH:10]=[C:11]([N+:12]([O-:14])=[O:13])[C:6]([NH:5][CH2:4][CH2:3][O:2][CH3:1])=[C:7]([O:15][CH3:16])[CH:8]=1. (3) Given the reactants [OH:1][CH2:2][CH2:3][C:4]1[N:13]=[C:12]2[C:7]([CH:8]([CH3:21])[CH2:9][CH2:10][N:11]2C(OC(C)(C)C)=O)=[CH:6][CH:5]=1.[Cl:22][C:23]1[CH:44]=[CH:43][CH:42]=[C:41]([Cl:45])[C:24]=1[C:25]([NH:27][C@H:28]([C:37]([O:39][CH3:40])=[O:38])[CH2:29][C:30]1[CH:35]=[CH:34][C:33](O)=[CH:32][CH:31]=1)=[O:26].C1(P(C2C=CC=CC=2)C2C=CC=CC=2)C=CC=CC=1.C1CCN(C(N=NC(N2CCCCC2)=O)=O)CC1.C(O)(C(F)(F)F)=O, predict the reaction product. The product is: [Cl:22][C:23]1[CH:44]=[CH:43][CH:42]=[C:41]([Cl:45])[C:24]=1[C:25]([NH:27][C@H:28]([C:37]([O:39][CH3:40])=[O:38])[CH2:29][C:30]1[CH:31]=[CH:32][C:33]([O:1][CH2:2][CH2:3][C:4]2[CH:5]=[CH:6][C:7]3[CH:8]([CH3:21])[CH2:9][CH2:10][NH:11][C:12]=3[N:13]=2)=[CH:34][CH:35]=1)=[O:26]. (4) Given the reactants C([NH:6][C:7]1[NH:8][C:9](=[O:27])[C:10]2[N:11]=[CH:12][N:13]([C@@H:16]3[O:21][C@H:20]([CH2:22][OH:23])[C@@H:18]([OH:19])[C@@:17]3([C:25]#[CH:26])[F:24])[C:14]=2[N:15]=1)(=O)C(C)C, predict the reaction product. The product is: [C:25]([C@@:17]1([F:24])[C@H:18]([OH:19])[C@@H:20]([CH2:22][OH:23])[O:21][C@H:16]1[N:13]1[CH:12]=[N:11][C:10]2[C:9](=[O:27])[NH:8][C:7]([NH2:6])=[N:15][C:14]1=2)#[CH:26]. (5) Given the reactants C1(CC(O)=O)C=CC=CC=1.[Cl:11][C:12]1[CH:17]=[CH:16][CH:15]=[CH:14][C:13]=1[C:18]1[N:23]=[N:22][C:21]([NH:24][NH:25][C:26](=[O:34])[CH2:27][CH:28]2[CH2:33][CH2:32][CH2:31][CH2:30][CH2:29]2)=[CH:20][C:19]=1[C:35]1[CH:40]=[CH:39][C:38]([Cl:41])=[CH:37][CH:36]=1, predict the reaction product. The product is: [Cl:11][C:12]1[CH:17]=[CH:16][CH:15]=[CH:14][C:13]=1[C:18]1[N:23]=[N:22][C:21]([NH:24][NH:25][C:26](=[O:34])[CH2:27][C:28]2[CH:33]=[CH:32][CH:31]=[CH:30][CH:29]=2)=[CH:20][C:19]=1[C:35]1[CH:36]=[CH:37][C:38]([Cl:41])=[CH:39][CH:40]=1.